This data is from Full USPTO retrosynthesis dataset with 1.9M reactions from patents (1976-2016). The task is: Predict the reactants needed to synthesize the given product. (1) Given the product [CH3:19][C:20]1[CH:21]=[C:22]([C:2]2[CH:3]=[CH:4][C:5]([C:13]3[CH:18]=[N:17][CH:16]=[CH:15][N:14]=3)=[C:6]([CH:12]=2)[C:7]([O:9][CH2:10][CH3:11])=[O:8])[CH:23]=[N:24][CH:25]=1, predict the reactants needed to synthesize it. The reactants are: Cl[C:2]1[CH:3]=[CH:4][C:5]([C:13]2[CH:18]=[N:17][CH:16]=[CH:15][N:14]=2)=[C:6]([CH:12]=1)[C:7]([O:9][CH2:10][CH3:11])=[O:8].[CH3:19][C:20]1[CH:21]=[C:22](B(O)O)[CH:23]=[N:24][CH:25]=1.C([O-])([O-])=O.[Cs+].[Cs+]. (2) Given the product [CH:12]([C:8]1[C:7]([OH:14])=[CH:6][CH:5]=[C:4]2[C:9]=1[CH:10]=[CH:11][C:2]([C:2]1[CH:11]=[C:10]([CH:9]=[CH:4][CH:3]=1)[C:15]([O:26][CH3:25])=[O:18])=[CH:3]2)=[O:13], predict the reactants needed to synthesize it. The reactants are: Br[C:2]1[CH:3]=[C:4]2[C:9](=[CH:10][CH:11]=1)[C:8]([CH:12]=[O:13])=[C:7]([OH:14])[CH:6]=[CH:5]2.[C:15](=[O:18])([O-])[O-].[Na+].[Na+].O.CN([CH:25]=[O:26])C.